From a dataset of Full USPTO retrosynthesis dataset with 1.9M reactions from patents (1976-2016). Predict the reactants needed to synthesize the given product. Given the product [N:36]1[C:35]2[CH:39]=[N:40][CH:41]=[CH:42][C:34]=2[C:33]([NH2:3])=[N:38][CH:37]=1, predict the reactants needed to synthesize it. The reactants are: CC[N:3](CCCC(NC1C=C(/C=C/C2C=CC=CC=2Cl)N=C2C=C(Cl)C=CC=12)C)CC.Cl[C:33]1[C:34]2[CH2:42][CH2:41][N:40](C3C=CC=CN=3)[CH2:39][C:35]=2[N:36]=[CH:37][N:38]=1.